Dataset: Reaction yield outcomes from USPTO patents with 853,638 reactions. Task: Predict the reaction yield, written as a fraction of the theoretical maximum amount of product (1.0 means a 100% yield; for example, 0.34 means a 34% yield). (1) The reactants are [CH3:1]N(C=O)C.C(Cl)(=O)C(Cl)=O.[CH2:12]([O:19][C:20]1[CH:29]=[C:28]2[C:23](C(=O)N[CH:26]=[N:27]2)=[CH:22][C:21]=1[O:31][CH3:32])[C:13]1[CH:18]=[CH:17][CH:16]=[CH:15][CH:14]=1.O.[CH:34]([Cl:37])(Cl)Cl. The catalyst is C(Cl)Cl. The product is [CH2:12]([O:19][C:20]1[CH:29]=[C:28]2[C:23]([C:34]([Cl:37])=[CH:1][CH:26]=[N:27]2)=[CH:22][C:21]=1[O:31][CH3:32])[C:13]1[CH:18]=[CH:17][CH:16]=[CH:15][CH:14]=1. The yield is 0.480. (2) The reactants are [N+:1]([C:4]1[CH:9]=[CH:8][C:7]([CH2:10][NH:11][C:12]2[CH:17]=[CH:16][CH:15]=[CH:14][N:13]=2)=[CH:6][C:5]=1[OH:18])([O-])=O.O.NN. The catalyst is O1CCCC1.C(O)C.[Pd]. The product is [NH2:1][C:4]1[CH:9]=[CH:8][C:7]([CH2:10][NH:11][C:12]2[CH:17]=[CH:16][CH:15]=[CH:14][N:13]=2)=[CH:6][C:5]=1[OH:18]. The yield is 0.660. (3) The reactants are FC(F)(F)C(O)=O.[Cl:8][C:9]1[CH:10]=[C:11]([CH:15]2[C:19]([C:22]3[CH:27]=[CH:26][C:25]([Cl:28])=[CH:24][CH:23]=3)([C:20]#[N:21])[CH:18]([CH2:29][C:30]([CH3:33])([CH3:32])[CH3:31])[NH:17][C:16]2([CH3:37])[C:34](O)=[O:35])[CH:12]=[CH:13][CH:14]=1.[NH2:38][CH2:39][CH2:40][CH2:41][OH:42].CN(C(ON1N=NC2C=CC=NC1=2)=[N+](C)C)C.F[P-](F)(F)(F)(F)F.CCN(C(C)C)C(C)C. The catalyst is C(Cl)Cl. The product is [OH:42][CH2:41][CH2:40][CH2:39][NH:38][C:34]([C:16]1([CH3:37])[CH:15]([C:11]2[CH:12]=[CH:13][CH:14]=[C:9]([Cl:8])[CH:10]=2)[C:19]([C:22]2[CH:23]=[CH:24][C:25]([Cl:28])=[CH:26][CH:27]=2)([C:20]#[N:21])[CH:18]([CH2:29][C:30]([CH3:33])([CH3:32])[CH3:31])[NH:17]1)=[O:35]. The yield is 0.600. (4) The reactants are [C:1]1([CH2:7][O:8][C:9]2[CH:10]=[C:11]3[C:15](=[CH:16][CH:17]=2)[N:14]([S:18]([C:21]2[CH:26]=[CH:25][CH:24]=[CH:23][CH:22]=2)(=[O:20])=[O:19])[C:13]([CH:27]=[O:28])=[CH:12]3)[CH:6]=[CH:5][CH:4]=[CH:3][CH:2]=1.S(Cl)([Cl:32])(=O)=O. The catalyst is CC(O)=O.C(Cl)Cl. The product is [Cl:32][C:10]1[C:9]([O:8][CH2:7][C:1]2[CH:2]=[CH:3][CH:4]=[CH:5][CH:6]=2)=[CH:17][CH:16]=[C:15]2[C:11]=1[CH:12]=[C:13]([CH:27]=[O:28])[N:14]2[S:18]([C:21]1[CH:22]=[CH:23][CH:24]=[CH:25][CH:26]=1)(=[O:19])=[O:20]. The yield is 0.740. (5) The reactants are [NH2:1][C:2]1[C:7]([CH:8]=[O:9])=[C:6]([N:10]2[CH2:15][CH2:14][CH:13]([C:16]3[N:17]([CH3:32])[CH:18]=[C:19]([C:21]4[CH:26]=[CH:25][C:24]([F:27])=[C:23]([C:28]([F:31])([F:30])[F:29])[CH:22]=4)[N:20]=3)[CH2:12][CH2:11]2)[N:5]=[CH:4][N:3]=1.[BH4-].[Na+]. The catalyst is CCO. The product is [NH2:1][C:2]1[C:7]([CH2:8][OH:9])=[C:6]([N:10]2[CH2:15][CH2:14][CH:13]([C:16]3[N:17]([CH3:32])[CH:18]=[C:19]([C:21]4[CH:26]=[CH:25][C:24]([F:27])=[C:23]([C:28]([F:31])([F:30])[F:29])[CH:22]=4)[N:20]=3)[CH2:12][CH2:11]2)[N:5]=[CH:4][N:3]=1. The yield is 0.650. (6) The reactants are NC1C=CC(C)=CC=1[C:4](O)=[O:5].[NH2:12][C:13]1[CH:18]=[CH:17][C:16]([CH3:19])=[CH:15][C:14]=1[C:20]([C:22]1[CH:27]=[CH:26][CH:25]=[CH:24][C:23]=1[O:28][CH3:29])=[O:21].[NH2:30][C:31]1[S:32][CH:33]=[CH:34][N:35]=1. The yield is 0.350. No catalyst specified. The product is [NH2:12][C:13]1[CH:18]=[CH:17][C:16]([CH3:19])=[CH:15][C:14]=1[C:20]([C:22]1[CH:27]=[CH:26][CH:25]=[CH:24][C:23]=1[O:28][CH3:29])=[O:21].[CH3:29][O:28][C:23]1[CH:24]=[CH:25][CH:26]=[CH:27][C:22]=1[C:20]([C:14]1[CH:15]=[C:16]([CH3:19])[CH:17]=[CH:18][C:13]=1[NH:12][C:4]([NH:30][C:31]1[S:32][CH:33]=[CH:34][N:35]=1)=[O:5])=[O:21]. (7) The reactants are C(N(CC)CC)C.Br[CH2:9][C:10]([O:12][CH2:13][CH3:14])=[O:11].[F:15][CH2:16][C:17]1[N:18]([C:23]2[C:32]3[CH2:31][CH2:30][CH2:29][CH2:28][C:27]=3[C:26]([CH3:33])=[CH:25][CH:24]=2)[C:19]([SH:22])=[N:20][N:21]=1. The catalyst is ClCCl. The product is [F:15][CH2:16][C:17]1[N:18]([C:23]2[C:32]3[CH2:31][CH2:30][CH2:29][CH2:28][C:27]=3[C:26]([CH3:33])=[CH:25][CH:24]=2)[C:19]([S:22][CH2:9][C:10]([O:12][CH2:13][CH3:14])=[O:11])=[N:20][N:21]=1. The yield is 0.890. (8) The reactants are [CH:1]1([C:4]2[C:13]3[C:8](=[CH:9][CH:10]=[CH:11][CH:12]=3)[C:7]([N+:14]([O-])=O)=[CH:6][CH:5]=2)[CH2:3][CH2:2]1. The catalyst is C(O)C.[Pd]. The product is [NH2:14][C:7]1[C:8]2[C:13](=[CH:12][CH:11]=[CH:10][CH:9]=2)[C:4]([CH:1]2[CH2:3][CH2:2]2)=[CH:5][CH:6]=1. The yield is 0.730. (9) The reactants are Cl[C:2]1[N:3]([CH2:18][C:19]2[CH:24]=[CH:23][C:22]([O:25][CH3:26])=[CH:21][CH:20]=2)[CH:4]=[C:5]2[C:10]=1[C:9](=[O:11])[N:8]([CH3:12])[C:7](=[O:13])[N:6]2[CH2:14][CH:15]([CH3:17])[CH3:16].[NH2:27][C:28]1[CH:33]=[CH:32][CH:31]=[CH:30][CH:29]=1. No catalyst specified. The product is [CH2:14]([N:6]1[C:5]2=[CH:4][N:3]([CH2:18][C:19]3[CH:24]=[CH:23][C:22]([O:25][CH3:26])=[CH:21][CH:20]=3)[C:2]([NH:27][C:28]3[CH:33]=[CH:32][CH:31]=[CH:30][CH:29]=3)=[C:10]2[C:9](=[O:11])[N:8]([CH3:12])[C:7]1=[O:13])[CH:15]([CH3:17])[CH3:16]. The yield is 0.810.